From a dataset of Peptide-MHC class I binding affinity with 185,985 pairs from IEDB/IMGT. Regression. Given a peptide amino acid sequence and an MHC pseudo amino acid sequence, predict their binding affinity value. This is MHC class I binding data. The peptide sequence is KIKSPIYYK. The MHC is HLA-A30:01 with pseudo-sequence HLA-A30:01. The binding affinity (normalized) is 1.00.